Dataset: Full USPTO retrosynthesis dataset with 1.9M reactions from patents (1976-2016). Task: Predict the reactants needed to synthesize the given product. (1) Given the product [CH:48]1([CH2:47][CH:46]([C:53]2[CH:58]=[CH:57][C:56]([S:59]([C:62]([F:63])([F:64])[F:65])(=[O:60])=[O:61])=[CH:55][CH:54]=2)[C:45]([NH:44][C:41]2[S:42][CH:43]=[CH:39][N:40]=2)=[O:66])[CH2:52][CH2:51][CH2:50][CH2:49]1, predict the reactants needed to synthesize it. The reactants are: C1(CC(C2C=CC(S(C(F)(F)F)(=O)=O)=CC=2)C(O)=O)CCCC1.NC1SC=C(CC(OC)=O)N=1.COC(=O)C[C:39]1[N:40]=[C:41]([NH:44][C:45](=[O:66])[CH:46]([C:53]2[CH:58]=[CH:57][C:56]([S:59]([C:62]([F:65])([F:64])[F:63])(=[O:61])=[O:60])=[CH:55][CH:54]=2)[CH2:47][CH:48]2[CH2:52][CH2:51][CH2:50][CH2:49]2)[S:42][CH:43]=1. (2) Given the product [OH:32][CH2:31][C:30]([CH3:36])([CH3:29])[CH2:33][CH2:34][CH2:35][C:2]1[CH:3]=[C:4]2[C:9](=[CH:10][CH:11]=1)[CH:8]=[C:7]([O:12][C:13](=[O:20])[C:14]1[CH:19]=[CH:18][CH:17]=[CH:16][CH:15]=1)[C:6]([N:21]1[CH2:25][C:24](=[O:26])[NH:23][S:22]1(=[O:27])=[O:28])=[CH:5]2, predict the reactants needed to synthesize it. The reactants are: Br[C:2]1[CH:3]=[C:4]2[C:9](=[CH:10][CH:11]=1)[CH:8]=[C:7]([O:12][C:13](=[O:20])[C:14]1[CH:19]=[CH:18][CH:17]=[CH:16][CH:15]=1)[C:6]([N:21]1[CH2:25][C:24](=[O:26])[NH:23][S:22]1(=[O:28])=[O:27])=[CH:5]2.[CH3:29][C:30]([CH3:36])([CH2:33][CH:34]=[CH2:35])[CH2:31][OH:32]. (3) Given the product [Cl:3][C:4]1[CH:11]=[CH:10][C:7]([CH:8]([O:9][CH2:17][C:18]#[CH:19])[C:12]([OH:16])=[O:1])=[CH:6][CH:5]=1, predict the reactants needed to synthesize it. The reactants are: [OH-:1].[K+].[Cl:3][C:4]1[CH:11]=[CH:10][C:7]([CH:8]=[O:9])=[CH:6][CH:5]=1.[CH:12](Cl)(Cl)Cl.[OH2:16].[CH2:17](O)[C:18]#[CH:19]. (4) Given the product [Cl:22][C:23]1[CH:31]=[CH:30][C:26]([C:27]([NH:1][C:2]2([C:5](=[O:6])[NH:7][C@@H:8]3[CH2:14][CH2:13][C:12]4[CH:15]=[CH:16][CH:17]=[CH:18][C:11]=4[N:10]4[CH:19]=[CH:20][N:21]=[C:9]34)[CH2:3][CH2:4]2)=[O:28])=[CH:25][CH:24]=1, predict the reactants needed to synthesize it. The reactants are: [NH2:1][C:2]1([C:5]([NH:7][C@@H:8]2[CH2:14][CH2:13][C:12]3[CH:15]=[CH:16][CH:17]=[CH:18][C:11]=3[N:10]3[CH:19]=[CH:20][N:21]=[C:9]23)=[O:6])[CH2:4][CH2:3]1.[Cl:22][C:23]1[CH:31]=[CH:30][C:26]([C:27](O)=[O:28])=[CH:25][CH:24]=1.F[P-](F)(F)(F)(F)F.N1(OC(N(C)C)=[N+](C)C)C2N=CC=CC=2N=N1.C(N(C(C)C)CC)(C)C. (5) The reactants are: [N:1]1[CH:6]=[CH:5][CH:4]=[CH:3][C:2]=1[O:7][CH2:8][CH2:9][OH:10].[CH3:11][S:12](Cl)(=[O:14])=[O:13].CCN(C(C)C)C(C)C. Given the product [N:1]1[CH:6]=[CH:5][CH:4]=[CH:3][C:2]=1[O:7][CH2:8][CH2:9][O:10][S:12]([CH3:11])(=[O:14])=[O:13], predict the reactants needed to synthesize it. (6) Given the product [C:1]([O:4][CH2:5][C:6]1[CH:11]=[C:10]([O:12][CH2:13][CH2:14][C:15]2([CH2:21][CH2:22][N:39]3[CH2:40][CH2:41][CH:36]([NH:35][C:32]4[CH:33]=[CH:34][C:29]([CH3:42])=[CH:30][CH:31]=4)[CH2:37][CH2:38]3)[CH2:20][CH2:19][CH2:18][CH2:17][CH2:16]2)[CH:9]=[C:8]([CH2:24][O:25][C:26](=[O:28])[CH3:27])[CH:7]=1)(=[O:3])[CH3:2], predict the reactants needed to synthesize it. The reactants are: [C:1]([O:4][CH2:5][C:6]1[CH:11]=[C:10]([O:12][CH2:13][CH2:14][C:15]2([CH2:21][CH:22]=O)[CH2:20][CH2:19][CH2:18][CH2:17][CH2:16]2)[CH:9]=[C:8]([CH2:24][O:25][C:26](=[O:28])[CH3:27])[CH:7]=1)(=[O:3])[CH3:2].[C:29]1([CH3:42])[CH:34]=[CH:33][C:32]([NH:35][CH:36]2[CH2:41][CH2:40][NH:39][CH2:38][CH2:37]2)=[CH:31][CH:30]=1.C(O[BH-](OC(=O)C)OC(=O)C)(=O)C.[Na+].C(=O)(O)[O-].[Na+]. (7) The reactants are: Br[C:2]1[CH:3]=[C:4]([NH:10][C:11]2[CH:16]=[CH:15][C:14]([N:17]([CH2:19][CH2:20][N:21]([CH3:23])[CH3:22])[CH3:18])=[CH:13][N:12]=2)[C:5](=[O:9])[N:6]([CH3:8])[CH:7]=1.[CH3:24][C:25]1([CH3:41])[C:29]([CH3:31])([CH3:30])[O:28][B:27]([B:27]2[O:28][C:29]([CH3:31])([CH3:30])[C:25]([CH3:41])([CH3:24])[O:26]2)[O:26]1.C([O-])(=O)C.[K+].O1CCOCC1. Given the product [CH3:22][N:21]([CH3:23])[CH2:20][CH2:19][N:17]([CH3:18])[C:14]1[CH:15]=[CH:16][C:11]([NH:10][C:4]2[C:5](=[O:9])[N:6]([CH3:8])[CH:7]=[C:2]([B:27]3[O:28][C:29]([CH3:31])([CH3:30])[C:25]([CH3:41])([CH3:24])[O:26]3)[CH:3]=2)=[N:12][CH:13]=1, predict the reactants needed to synthesize it. (8) Given the product [S:3]1[C:7]2[CH:8]=[CH:9][C:10]([CH2:12][CH2:13][OH:14])=[CH:11][C:6]=2[CH:5]=[CH:4]1, predict the reactants needed to synthesize it. The reactants are: [BH4-].[Na+].[S:3]1[C:7]2[CH:8]=[CH:9][C:10]([CH2:12][C:13](O)=[O:14])=[CH:11][C:6]=2[CH:5]=[CH:4]1.S(=O)(=O)(O)O.